This data is from Forward reaction prediction with 1.9M reactions from USPTO patents (1976-2016). The task is: Predict the product of the given reaction. (1) Given the reactants FC(F)(F)S(O[C:7]1[CH:12]=[CH:11][N:10]2[N:13]=[C:14]([C:20]3[CH:25]=[CH:24][C:23]([F:26])=[CH:22][CH:21]=3)[C:15]([C:16](=[O:19])[NH:17][CH3:18])=[C:9]2[CH:8]=1)(=O)=O.B([C:32]1[CH:33]=[C:34]([CH:38]=[CH:39][CH:40]=1)[C:35]([OH:37])=[O:36])(O)O.C(=O)([O-])[O-].[Cs+].[Cs+].O1CCOCC1, predict the reaction product. The product is: [F:26][C:23]1[CH:22]=[CH:21][C:20]([C:14]2[C:15]([C:16](=[O:19])[NH:17][CH3:18])=[C:9]3[CH:8]=[C:7]([C:32]4[CH:33]=[C:34]([CH:38]=[CH:39][CH:40]=4)[C:35]([OH:37])=[O:36])[CH:12]=[CH:11][N:10]3[N:13]=2)=[CH:25][CH:24]=1. (2) Given the reactants [F:1][C:2]([F:19])([F:18])[C:3]1[CH:8]=[CH:7][C:6]([N:9]2[CH:13]=[CH:12][C:11]([C:14](OC)=[O:15])=[N:10]2)=[CH:5][CH:4]=1.[H-].[Al+3].[Li+].[H-].[H-].[H-], predict the reaction product. The product is: [F:19][C:2]([F:1])([F:18])[C:3]1[CH:4]=[CH:5][C:6]([N:9]2[CH:13]=[CH:12][C:11]([CH2:14][OH:15])=[N:10]2)=[CH:7][CH:8]=1. (3) Given the reactants Br[C:2]1[N:3]([CH3:20])[N:4]=[C:5]2[C:10]=1[CH2:9][CH2:8][CH2:7][N:6]2[C:11]1[C:16]([CH3:17])=[CH:15][C:14]([CH3:18])=[CH:13][C:12]=1[CH3:19].[F:21][C:22]([F:33])([F:32])[C:23]1[CH:28]=[CH:27][CH:26]=[CH:25][C:24]=1B(O)O.C(=O)([O-])[O-].[Na+].[Na+], predict the reaction product. The product is: [CH3:20][N:3]1[C:2]([C:24]2[CH:25]=[CH:26][CH:27]=[CH:28][C:23]=2[C:22]([F:33])([F:32])[F:21])=[C:10]2[C:5]([N:6]([C:11]3[C:16]([CH3:17])=[CH:15][C:14]([CH3:18])=[CH:13][C:12]=3[CH3:19])[CH2:7][CH2:8][CH2:9]2)=[N:4]1. (4) Given the reactants [OH:1][C@@H:2]([C:28]1[S:29][CH:30]=[C:31]([C:33]([OH:35])=[O:34])[N:32]=1)[CH2:3][C@@H:4]([N:8]([CH2:25][CH2:26][CH3:27])[C:9](=[O:24])[C@@H:10]([NH:14][C:15]([C@H:17]1[CH2:22][CH2:21][CH2:20][CH2:19][N:18]1[CH3:23])=[O:16])[CH:11]([CH3:13])[CH3:12])[CH:5]([CH3:7])[CH3:6].[C:36](OC(=O)C)(=[O:38])[CH3:37].O.C1COCC1, predict the reaction product. The product is: [C:36]([O:1][C@@H:2]([C:28]1[S:29][CH:30]=[C:31]([C:33]([OH:35])=[O:34])[N:32]=1)[CH2:3][C@@H:4]([N:8]([CH2:25][CH2:26][CH3:27])[C:9](=[O:24])[C@@H:10]([NH:14][C:15]([C@H:17]1[CH2:22][CH2:21][CH2:20][CH2:19][N:18]1[CH3:23])=[O:16])[CH:11]([CH3:12])[CH3:13])[CH:5]([CH3:7])[CH3:6])(=[O:38])[CH3:37]. (5) Given the reactants O=[C:2]1[C:14]2[C:13]3[C:12]([C:15]([O:17]C)=O)=[CH:11][CH:10]=[CH:9][C:8]=3[NH:7][C:6]=2[CH2:5][NH:4][CH2:3]1.CN1CC2NC3C=CC=C4C(=O)[NH:34][N:35]=C(C=2C=34)C1.[CH3:37][C:38]([CH3:40])=O, predict the reaction product. The product is: [CH:38]([N:4]1[CH2:5][C:6]2[NH:7][C:8]3[CH:9]=[CH:10][CH:11]=[C:12]4[C:15](=[O:17])[NH:34][N:35]=[C:2]([C:14]=2[C:13]=34)[CH2:3]1)([CH3:40])[CH3:37]. (6) Given the reactants C([O:4][CH2:5][C:6]([NH:8][C:9]1[C:10]([I:63])=[C:11]([NH:24][C:25]([CH:27]([N:29]([C:32]2[C:37]([I:38])=[C:36]([C:39](=[O:47])[N:40]([CH2:42][CH:43]([OH:46])[CH2:44][OH:45])[CH3:41])[C:35]([I:48])=[C:34]([NH:49][C:50](=[O:61])[CH:51]([O:57]C(=O)C)[CH2:52][O:53]C(=O)C)[C:33]=2[I:62])[CH2:30][CH3:31])[CH3:28])=[O:26])[C:12]([I:23])=[C:13]([N:16]([CH2:18][CH:19]([OH:22])[CH2:20][OH:21])[CH3:17])[C:14]=1[I:15])=[O:7])(=O)C.[OH-].[Na+], predict the reaction product. The product is: [OH:4][CH2:5][C:6]([NH:8][C:9]1[C:10]([I:63])=[C:11]([NH:24][C:25]([CH:27]([N:29]([C:32]2[C:37]([I:38])=[C:36]([C:39](=[O:47])[N:40]([CH2:42][CH:43]([OH:46])[CH2:44][OH:45])[CH3:41])[C:35]([I:48])=[C:34]([NH:49][C:50](=[O:61])[CH:51]([OH:57])[CH2:52][OH:53])[C:33]=2[I:62])[CH2:30][CH3:31])[CH3:28])=[O:26])[C:12]([I:23])=[C:13]([N:16]([CH2:18][CH:19]([OH:22])[CH2:20][OH:21])[CH3:17])[C:14]=1[I:15])=[O:7]. (7) Given the reactants [Br:1][C:2]1[CH:3]=[CH:4][C:5]([Cl:11])=[C:6]([CH:10]=1)[C:7](O)=[O:8].C(Cl)(=O)C([Cl:15])=O.O1CCCC1, predict the reaction product. The product is: [Br:1][C:2]1[CH:3]=[CH:4][C:5]([Cl:11])=[C:6]([CH:10]=1)[C:7]([Cl:15])=[O:8].